Dataset: Experimental lipophilicity measurements (octanol/water distribution) for 4,200 compounds from AstraZeneca. Task: Regression/Classification. Given a drug SMILES string, predict its absorption, distribution, metabolism, or excretion properties. Task type varies by dataset: regression for continuous measurements (e.g., permeability, clearance, half-life) or binary classification for categorical outcomes (e.g., BBB penetration, CYP inhibition). For this dataset (lipophilicity_astrazeneca), we predict Y. (1) The compound is C1CCc2c(c3c(N4CCCC4)nc(N4CCCC4)nc3n2CCN2CCOCC2)C1. The Y is 3.60 logD. (2) The Y is -0.280 logD. The drug is Cc1ccc(S(=O)(=O)N2N=Cc3oc(C)cc3B2O)cc1. (3) The compound is O=C(Cc1ccc2c(n1)NCCC2)Nc1ccc(C[C@H](NC(=O)c2c(Cl)cccc2Cl)C(=O)O)cc1. The Y is -0.630 logD. (4) The compound is Cc1ccc(-n2c(C)cc(C(=O)NS(=O)(=O)c3ccc(C)cc3)c2C)cc1. The Y is 2.50 logD.